This data is from Full USPTO retrosynthesis dataset with 1.9M reactions from patents (1976-2016). The task is: Predict the reactants needed to synthesize the given product. (1) Given the product [CH3:17][S:18]([NH:1][C:2]1[CH:7]=[CH:6][C:5]([S:8][CH2:9][CH2:10][CH2:11][C:12]([O:14][CH2:15][CH3:16])=[O:13])=[CH:4][CH:3]=1)(=[O:20])=[O:19], predict the reactants needed to synthesize it. The reactants are: [NH2:1][C:2]1[CH:7]=[CH:6][C:5]([S:8][CH2:9][CH2:10][CH2:11][C:12]([O:14][CH2:15][CH3:16])=[O:13])=[CH:4][CH:3]=1.[CH3:17][S:18](Cl)(=[O:20])=[O:19].C(N(CC)CC)C.O. (2) The reactants are: [NH2:1][C:2]1[CH:7]=[CH:6][CH:5]=[CH:4][N:3]=1.C(N(CC)CC)C.[C:15](Cl)(=[O:20])[C:16]([CH3:19])([CH3:18])[CH3:17]. Given the product [N:3]1[CH:4]=[CH:5][CH:6]=[CH:7][C:2]=1[NH:1][C:15](=[O:20])[C:16]([CH3:19])([CH3:18])[CH3:17], predict the reactants needed to synthesize it. (3) Given the product [ClH:26].[NH:8]1[CH2:13][CH2:12][CH2:11][CH:10]([CH2:14][O:15][S:16]([C:19]2[CH:20]=[CH:21][C:22]([CH3:25])=[CH:23][CH:24]=2)(=[O:18])=[O:17])[CH2:9]1, predict the reactants needed to synthesize it. The reactants are: C(OC([N:8]1[CH2:13][CH2:12][CH2:11][CH:10]([CH2:14][O:15][S:16]([C:19]2[CH:24]=[CH:23][C:22]([CH3:25])=[CH:21][CH:20]=2)(=[O:18])=[O:17])[CH2:9]1)=O)(C)(C)C.[ClH:26]. (4) Given the product [CH3:34][O:33][CH2:32][C@H:31]([CH3:35])[O:30][C:15]1[CH:16]=[C:17]([CH:18]=[C:13]([C:10]2[NH:9][C:8]([C:6]3[O:1][CH2:2][C@@H:3]([CH3:4])[N:5]=3)=[CH:12][CH:11]=2)[CH:14]=1)[O:19][C:20]1[CH:25]=[CH:24][C:23]([S:26]([CH3:29])(=[O:28])=[O:27])=[N:22][CH:21]=1, predict the reactants needed to synthesize it. The reactants are: [OH:1][CH2:2][C@H:3]([NH:5][C:6]([C:8]1[NH:9][C:10]([C:13]2[CH:18]=[C:17]([O:19][C:20]3[CH:21]=[N:22][C:23]([S:26]([CH3:29])(=[O:28])=[O:27])=[CH:24][CH:25]=3)[CH:16]=[C:15]([O:30][C@@H:31]([CH3:35])[CH2:32][O:33][CH3:34])[CH:14]=2)=[CH:11][CH:12]=1)=O)[CH3:4].CS(O)(=O)=O.C(N(CC)CC)C.C(=O)([O-])O.[Na+]. (5) The reactants are: Br[C:2]1[N:7]=[CH:6][C:5]([CH2:8][NH:9][C:10]([C:12]2[C:13]3[CH:20]=[N:19][N:18]([C:21]4[CH:26]=[CH:25][C:24]([F:27])=[CH:23][CH:22]=4)[C:14]=3[CH:15]=[N:16][CH:17]=2)=[O:11])=[CH:4][CH:3]=1.[CH3:28][S:29]([O-:31])=[O:30].[Na+].CNCCNC.CCOC(C)=O. Given the product [CH3:28][S:29]([C:2]1[N:7]=[CH:6][C:5]([CH2:8][NH:9][C:10]([C:12]2[C:13]3[CH:20]=[N:19][N:18]([C:21]4[CH:26]=[CH:25][C:24]([F:27])=[CH:23][CH:22]=4)[C:14]=3[CH:15]=[N:16][CH:17]=2)=[O:11])=[CH:4][CH:3]=1)(=[O:31])=[O:30], predict the reactants needed to synthesize it. (6) Given the product [F:30][C:24]1[CH:25]=[C:26]([F:29])[CH:27]=[CH:28][C:23]=1[C:21]1[N:16]=[C:14]([C@H:10]2[CH2:11][CH2:12][CH2:13][N:8]([C:6]([C:5]3[CH:4]=[CH:3][C:2]([F:1])=[CH:18][CH:17]=3)=[O:7])[CH2:9]2)[O:15][CH:20]=1, predict the reactants needed to synthesize it. The reactants are: [F:1][C:2]1[CH:18]=[CH:17][C:5]([C:6]([N:8]2[CH2:13][CH2:12][CH2:11][C@H:10]([C:14]([NH2:16])=[O:15])[CH2:9]2)=[O:7])=[CH:4][CH:3]=1.Br[CH2:20][C:21]([C:23]1[CH:28]=[CH:27][C:26]([F:29])=[CH:25][C:24]=1[F:30])=O. (7) The reactants are: [Br:1][C:2]1[CH:3]=[C:4]([CH:8]=[CH:9][C:10]=1[C:11]([O:13][CH3:14])=[O:12])[C:5]([OH:7])=[O:6].O=S(Cl)Cl.[CH3:19]O. Given the product [Br:1][C:2]1[CH:3]=[C:4]([C:5]([O:7][CH3:19])=[O:6])[CH:8]=[CH:9][C:10]=1[C:11]([O:13][CH3:14])=[O:12], predict the reactants needed to synthesize it.